Binary Classification. Given a drug SMILES string, predict its activity (active/inactive) in a high-throughput screening assay against a specified biological target. From a dataset of M1 muscarinic receptor antagonist screen with 61,756 compounds. (1) The drug is Brc1ccc(C(=O)Cn2c(=O)c3n4c(CCCC4)c(c3nc2)C#N)cc1. The result is 0 (inactive). (2) The molecule is o1c(CCC(=O)Nc2ccc(cc2)C(OCC)=O)ccc1C. The result is 0 (inactive). (3) The compound is Clc1sc(NCCCn2ccnc2)nc1S(=O)(=O)c1ccc(cc1)C. The result is 0 (inactive).